Dataset: Forward reaction prediction with 1.9M reactions from USPTO patents (1976-2016). Task: Predict the product of the given reaction. (1) The product is: [Cl:23][CH2:24][C:25]([NH:21][C:19]1[S:20][C:16]([C:8]2[CH:9]=[CH:10][C:11]([S:12]([CH3:15])(=[O:14])=[O:13])=[C:6]([N:1]3[CH:5]=[CH:4][N:3]=[CH:2]3)[CH:7]=2)=[C:17]([CH3:22])[N:18]=1)=[O:26]. Given the reactants [N:1]1([C:6]2[CH:7]=[C:8]([C:16]3[S:20][C:19]([NH2:21])=[N:18][C:17]=3[CH3:22])[CH:9]=[CH:10][C:11]=2[S:12]([CH3:15])(=[O:14])=[O:13])[CH:5]=[CH:4][N:3]=[CH:2]1.[Cl:23][CH2:24][C:25](Cl)=[O:26], predict the reaction product. (2) Given the reactants [CH2:1]([N:8]1[CH2:13][CH2:12][N:11]2[C:14](Br)=[N:15][CH:16]=[C:10]2[CH2:9]1)[C:2]1[CH:7]=[CH:6][CH:5]=[CH:4][CH:3]=1.C(N1CCN2C=NC=C2C1)C1C=CC=CC=1.C([Li])CCC.[Br:39]Br, predict the reaction product. The product is: [CH2:1]([N:8]1[CH2:13][CH2:12][N:11]2[CH:14]=[N:15][C:16]([Br:39])=[C:10]2[CH2:9]1)[C:2]1[CH:7]=[CH:6][CH:5]=[CH:4][CH:3]=1. (3) Given the reactants Cl[C:2]1[N:7]=[C:6]([C:8]2[CH:13]=[CH:12][CH:11]=[CH:10][CH:9]=2)[N:5]=[C:4]([C:14]2[CH:19]=[CH:18][CH:17]=[CH:16][CH:15]=2)[N:3]=1.[Br:20][C:21]1[CH:27]=[CH:26][C:24]([NH2:25])=[CH:23][CH:22]=1, predict the reaction product. The product is: [Br:20][C:21]1[CH:27]=[CH:26][C:24]([NH:25][C:2]2[N:7]=[C:6]([C:8]3[CH:13]=[CH:12][CH:11]=[CH:10][CH:9]=3)[N:5]=[C:4]([C:14]3[CH:19]=[CH:18][CH:17]=[CH:16][CH:15]=3)[N:3]=2)=[CH:23][CH:22]=1.